From a dataset of Catalyst prediction with 721,799 reactions and 888 catalyst types from USPTO. Predict which catalyst facilitates the given reaction. Reactant: [C:1]1([S:7](Cl)(=[O:9])=[O:8])[CH:6]=[CH:5][CH:4]=[CH:3][CH:2]=1.[CH3:11][C:12]1[CH:21]=[C:20]([NH:22][C:23]([NH:25][CH2:26][CH2:27][N:28]2[CH2:33][CH2:32][NH:31][CH2:30][CH2:29]2)=[O:24])[C:19]2[C:14](=[CH:15][CH:16]=[CH:17][CH:18]=2)[N:13]=1.CCN(C(C)C)C(C)C. Product: [C:1]1([S:7]([N:31]2[CH2:32][CH2:33][N:28]([CH2:27][CH2:26][NH:25][C:23]([NH:22][C:20]3[C:19]4[C:14](=[CH:15][CH:16]=[CH:17][CH:18]=4)[N:13]=[C:12]([CH3:11])[CH:21]=3)=[O:24])[CH2:29][CH2:30]2)(=[O:9])=[O:8])[CH:6]=[CH:5][CH:4]=[CH:3][CH:2]=1. The catalyst class is: 1.